From a dataset of Peptide-MHC class II binding affinity with 134,281 pairs from IEDB. Regression. Given a peptide amino acid sequence and an MHC pseudo amino acid sequence, predict their binding affinity value. This is MHC class II binding data. (1) The peptide sequence is LRIAAKIYSEADEAW. The MHC is DRB4_0101 with pseudo-sequence DRB4_0103. The binding affinity (normalized) is 0.539. (2) The peptide sequence is DEPTLLYVLFEVFDV. The MHC is HLA-DPA10201-DPB10101 with pseudo-sequence HLA-DPA10201-DPB10101. The binding affinity (normalized) is 0.255. (3) The peptide sequence is IVYIKPAKNIYSFNE. The MHC is DRB1_1501 with pseudo-sequence DRB1_1501. The binding affinity (normalized) is 0.837. (4) The peptide sequence is VRVEILRNFYFINRL. The MHC is DRB5_0101 with pseudo-sequence DRB5_0101. The binding affinity (normalized) is 0.428. (5) The MHC is HLA-DPA10201-DPB11401 with pseudo-sequence HLA-DPA10201-DPB11401. The peptide sequence is MSQIMYNYPAMMAHA. The binding affinity (normalized) is 0.372.